From a dataset of Full USPTO retrosynthesis dataset with 1.9M reactions from patents (1976-2016). Predict the reactants needed to synthesize the given product. (1) The reactants are: [Br:1][C:2]1[CH:3]=[N:4][C:5]2[C:10]([CH:11]=1)=[CH:9][C:8]([O:12][CH:13](CC)[C:14]([OH:16])=O)=[CH:7][CH:6]=2.[C:19]([NH2:23])([CH3:22])([CH3:21])[CH3:20].N1(O[P+](N(C)C)(N(C)C)N(C)C)C2C=CC=CC=2N=N1.F[P-](F)(F)(F)(F)F.C(N(C(C)C)C(C)C)C.[Cl-].[Na+].O.[C:63](OCC)(=[O:65])C. Given the product [Br:1][C:2]1[CH:3]=[N:4][C:5]2[C:10]([CH:11]=1)=[CH:9][C:8]([O:12][CH:13]([O:65][CH3:63])[C:14]([NH:23][C:19]([CH3:22])([CH3:21])[CH3:20])=[O:16])=[CH:7][CH:6]=2, predict the reactants needed to synthesize it. (2) Given the product [Br:8][C:4]1[C:3]([CH3:9])=[C:2]([N:11]([CH3:10])[C:12]2[CH:17]=[CH:16][CH:15]=[CH:14][CH:13]=2)[CH:7]=[CH:6][CH:5]=1, predict the reactants needed to synthesize it. The reactants are: Br[C:2]1[CH:7]=[CH:6][CH:5]=[C:4]([Br:8])[C:3]=1[CH3:9].[CH3:10][NH:11][C:12]1[CH:17]=[CH:16][CH:15]=[CH:14][CH:13]=1. (3) Given the product [Cl:8][C:9]1[C:10]([C:30]2[C:38]3[C:33](=[CH:34][CH:35]=[CH:36][CH:37]=3)[N:32]([S:39]([C:42]3[CH:47]=[CH:46][CH:45]=[CH:44][CH:43]=3)(=[O:41])=[O:40])[CH:31]=2)=[N:11][C:12]([NH:15][CH2:16][CH:17]2[CH2:22][CH2:21][CH2:20][NH:19][CH2:18]2)=[N:13][CH:14]=1, predict the reactants needed to synthesize it. The reactants are: FC(F)(F)C(O)=O.[Cl:8][C:9]1[C:10]([C:30]2[C:38]3[C:33](=[CH:34][CH:35]=[CH:36][CH:37]=3)[N:32]([S:39]([C:42]3[CH:47]=[CH:46][CH:45]=[CH:44][CH:43]=3)(=[O:41])=[O:40])[CH:31]=2)=[N:11][C:12]([NH:15][CH2:16][CH:17]2[CH2:22][CH2:21][CH2:20][N:19](C(OC(C)(C)C)=O)[CH2:18]2)=[N:13][CH:14]=1. (4) Given the product [CH3:11][C:9]1[N:10]=[C:5]2[C:4]([O:13][CH2:14][C:15]3[CH:20]=[CH:19][C:18]([O:21][CH3:22])=[CH:17][CH:16]=3)=[CH:3][C:2]([N:23]3[CH2:28][CH2:27][O:26][CH2:25][C:24]3=[O:29])=[CH:7][N:6]2[C:8]=1[CH3:12], predict the reactants needed to synthesize it. The reactants are: Br[C:2]1[CH:3]=[C:4]([O:13][CH2:14][C:15]2[CH:20]=[CH:19][C:18]([O:21][CH3:22])=[CH:17][CH:16]=2)[C:5]2[N:6]([C:8]([CH3:12])=[C:9]([CH3:11])[N:10]=2)[CH:7]=1.[NH:23]1[CH2:28][CH2:27][O:26][CH2:25][C:24]1=[O:29].C(=O)([O-])[O-].[Cs+].[Cs+].CNCCNC. (5) Given the product [O:1]=[C:2]1[CH2:7][CH2:6][CH:5]([CH2:8][O:9][C:10]([N:12]2[CH2:13][CH2:14][CH2:15][CH2:16]2)=[O:11])[CH2:4][CH2:3]1, predict the reactants needed to synthesize it. The reactants are: [OH:1][CH:2]1[CH2:7][CH2:6][CH:5]([CH2:8][O:9][C:10]([N:12]2[CH2:16][CH2:15][CH2:14][CH2:13]2)=[O:11])[CH2:4][CH2:3]1.CC1(C)N([O])C(C)(C)CCC1.OOS([O-])=O.[K+].